From a dataset of Forward reaction prediction with 1.9M reactions from USPTO patents (1976-2016). Predict the product of the given reaction. (1) Given the reactants [C:1]([O:5][C:6]([NH:8][CH2:9][C:10]1([F:16])[CH2:15][CH2:14][NH:13][CH2:12][CH2:11]1)=[O:7])([CH3:4])([CH3:3])[CH3:2].I[CH2:18][C:19]1([C:25]([O:27][CH2:28][C:29]2[CH:34]=[CH:33][CH:32]=[CH:31][CH:30]=2)=[O:26])[CH2:24][CH2:23][O:22][CH2:21][CH2:20]1, predict the reaction product. The product is: [CH2:28]([O:27][C:25]([C:19]1([CH2:18][N:13]2[CH2:12][CH2:11][C:10]([CH2:9][NH:8][C:6](=[O:7])[O:5][C:1]([CH3:4])([CH3:2])[CH3:3])([F:16])[CH2:15][CH2:14]2)[CH2:24][CH2:23][O:22][CH2:21][CH2:20]1)=[O:26])[C:29]1[CH:30]=[CH:31][CH:32]=[CH:33][CH:34]=1. (2) Given the reactants [CH2:1]([N:8]1[C:12]2=[N:13][C:14]([C:26]([O:28]CC)=[O:27])=[C:15]([O:18][CH2:19][C:20]3[CH:25]=[CH:24][CH:23]=[CH:22][CH:21]=3)[C:16](=[O:17])[N:11]2[CH2:10][CH2:9]1)[C:2]1[CH:7]=[CH:6][CH:5]=[CH:4][CH:3]=1, predict the reaction product. The product is: [CH2:1]([N:8]1[C:12]2=[N:13][C:14]([C:26]([OH:28])=[O:27])=[C:15]([O:18][CH2:19][C:20]3[CH:21]=[CH:22][CH:23]=[CH:24][CH:25]=3)[C:16](=[O:17])[N:11]2[CH2:10][CH2:9]1)[C:2]1[CH:7]=[CH:6][CH:5]=[CH:4][CH:3]=1.